This data is from Reaction yield outcomes from USPTO patents with 853,638 reactions. The task is: Predict the reaction yield, written as a fraction of the theoretical maximum amount of product (1.0 means a 100% yield; for example, 0.34 means a 34% yield). (1) The reactants are [CH2:1]([Mg]Cl)[CH2:2][CH3:3].[CH:6]([C:8]1[C:16]2[O:15][CH2:14][CH:13]([C:17]3[CH:22]=[CH:21][C:20]([CH:23]([CH3:25])[CH3:24])=[CH:19][CH:18]=3)[C:12]=2[C:11]([CH3:26])=[C:10]([NH:27][C:28](=[O:34])[CH2:29][C:30]([CH3:33])([CH3:32])[CH3:31])[C:9]=1[CH3:35])=[O:7]. The catalyst is O. The product is [OH:7][CH:6]([C:8]1[C:16]2[O:15][CH2:14][CH:13]([C:17]3[CH:22]=[CH:21][C:20]([CH:23]([CH3:25])[CH3:24])=[CH:19][CH:18]=3)[C:12]=2[C:11]([CH3:26])=[C:10]([NH:27][C:28](=[O:34])[CH2:29][C:30]([CH3:33])([CH3:32])[CH3:31])[C:9]=1[CH3:35])[CH2:1][CH2:2][CH3:3]. The yield is 0.260. (2) The reactants are Br[CH2:2][CH2:3][O:4][C:5]1[CH:10]=[C:9]([S:11]([CH3:14])(=[O:13])=[O:12])[CH:8]=[C:7]([F:15])[CH:6]=1.[CH:16]([NH2:20])([CH2:18][CH3:19])[CH3:17]. The catalyst is C(O)C. The product is [F:15][C:7]1[CH:6]=[C:5]([CH:10]=[C:9]([S:11]([CH3:14])(=[O:13])=[O:12])[CH:8]=1)[O:4][CH2:3][CH2:2][NH:20][CH:16]([CH2:18][CH3:19])[CH3:17]. The yield is 0.700. (3) The reactants are [O:1]1[CH:5]=[CH:4][CH:3]=[C:2]1[C:6]1[C:11]([C:12]2[CH:17]=[CH:16][N:15]=[CH:14][CH:13]=2)=[CH:10][C:9]([NH2:18])=[C:8]([NH2:19])[N:7]=1.[CH2:20](OC(OCC)OCC)C.O.C(=O)([O-])O.[Na+]. The catalyst is C(O)(=O)C. The product is [O:1]1[CH:5]=[CH:4][CH:3]=[C:2]1[C:6]1[N:7]=[C:8]2[NH:19][CH:20]=[N:18][C:9]2=[CH:10][C:11]=1[C:12]1[CH:17]=[CH:16][N:15]=[CH:14][CH:13]=1. The yield is 0.610. (4) The reactants are [Cl:1][C:2]1[NH:3][C:4]([I:8])=[C:5](I)[N:6]=1.S(=O)(=O)(O)O.O.N.[N+:16]([O-])([OH:18])=[O:17]. No catalyst specified. The product is [Cl:1][C:2]1[NH:3][C:4]([I:8])=[C:5]([N+:16]([O-:18])=[O:17])[N:6]=1. The yield is 0.812.